The task is: Predict the reaction yield, written as a fraction of the theoretical maximum amount of product (1.0 means a 100% yield; for example, 0.34 means a 34% yield).. This data is from Reaction yield outcomes from USPTO patents with 853,638 reactions. (1) The reactants are Cl.[F:2][C:3]1[CH:17]=[CH:16][C:6]2[C:7]([CH:10]3[CH2:15][CH2:14][NH:13][CH2:12][CH2:11]3)=[N:8][O:9][C:5]=2[CH:4]=1.[C:18](=O)([O-])[O-].[K+].[K+].Cl[CH2:25][CH2:26][CH2:27][O:28][C:29]1[CH:36]=[CH:35][C:32]([C:33]#N)=[CH:31][C:30]=1[O:37][CH3:38].[I-].[K+].[OH2:41]. The catalyst is CN(C)C=O. The product is [CH3:18][C:33]([C:32]1[CH:35]=[CH:36][C:29]([O:28][CH2:27][CH2:26][CH2:25][N:13]2[CH2:12][CH2:11][CH:10]([C:7]3[C:6]4[CH:16]=[CH:17][C:3]([F:2])=[CH:4][C:5]=4[O:9][N:8]=3)[CH2:15][CH2:14]2)=[C:30]([O:37][CH3:38])[CH:31]=1)=[O:41]. The yield is 0.780. (2) The reactants are Cl.[F:2][C:3]1[C:8](F)=[C:7]([C:10]2[CH:11]=[N:12][NH:13][CH:14]=2)[CH:6]=[CH:5][C:4]=1[C:15]1[S:19][C:18]([N:20]2[CH2:23][C:22]3([CH2:28][CH2:27][N:26](C(OC(C)(C)C)=O)[CH2:25][CH2:24]3)[CH2:21]2)=[N:17][N:16]=1.[OH2:36]. The catalyst is O1CCOCC1.CO.CS(C)=O. The product is [CH2:21]1[C:22]2([CH2:28][CH2:27][NH:26][CH2:25][CH2:24]2)[CH2:23][N:20]1[C:18]1[S:19][C:15]([C:4]2[C:3]([F:2])=[CH:8][C:7]([C:10]3[CH:11]=[N:12][NH:13][CH:14]=3)=[CH:6][C:5]=2[OH:36])=[N:16][N:17]=1. The yield is 0.550.